From a dataset of Forward reaction prediction with 1.9M reactions from USPTO patents (1976-2016). Predict the product of the given reaction. (1) Given the reactants [OH:1][C:2]1[C:3]([O:14][CH3:15])=[CH:4][C:5]2[CH:9]=[C:8]([C:10]([OH:12])=[O:11])[S:7][C:6]=2[CH:13]=1.[N+:16]([O-])([OH:18])=[O:17], predict the reaction product. The product is: [OH:1][C:2]1[C:3]([O:14][CH3:15])=[CH:4][C:5]2[CH:9]=[C:8]([C:10]([OH:12])=[O:11])[S:7][C:6]=2[C:13]=1[N+:16]([O-:18])=[O:17]. (2) Given the reactants Br[CH2:2][C:3]1[C:4]([CH3:10])=[N:5][S:6][C:7]=1[C:8]#[N:9].NC(N)=S.C[S:16]([C:19]1[CH2:23][C:22]([CH3:25])([CH3:24])[O:21][N:20]=1)(=O)=O.C(=O)([O-])[O-].[K+].[K+], predict the reaction product. The product is: [CH3:24][C:22]1([CH3:25])[O:21][N:20]=[C:19]([S:16][CH2:2][C:3]2[C:4]([CH3:10])=[N:5][S:6][C:7]=2[C:8]#[N:9])[CH2:23]1. (3) Given the reactants FC(F)(F)C(O)=O.[O:8]1[CH:13]=[CH:12][CH2:11][CH2:10][CH2:9]1.[CH2:14]([O:16][C:17]([C:19]1[CH:23]=[C:22]([C:24]([O:26][CH2:27][CH3:28])=[O:25])[NH:21][N:20]=1)=[O:18])[CH3:15].C([O-])(O)=O.[Na+], predict the reaction product. The product is: [O:8]1[CH2:9][CH2:10][CH2:11][CH2:12][CH:13]1[N:20]1[C:19]([C:17]([O:16][CH2:14][CH3:15])=[O:18])=[CH:23][C:22]([C:24]([O:26][CH2:27][CH3:28])=[O:25])=[N:21]1. (4) The product is: [CH2:17]([O:19][C:20](=[O:30])[CH2:21][C:22]1[NH:15][C:12]2[C:13]([C:23]=1[S:24][C:25]([CH3:28])([CH3:27])[CH3:26])=[CH:14][C:9]([S:8][C:5]1[CH:4]=[CH:3][C:2]([CH3:1])=[CH:7][N:6]=1)=[CH:10][CH:11]=2)[CH3:18]. Given the reactants [CH3:1][C:2]1[CH:3]=[CH:4][C:5]([S:8][C:9]2[CH:14]=[CH:13][C:12]([NH:15]N)=[CH:11][CH:10]=2)=[N:6][CH:7]=1.[CH2:17]([O:19][C:20](=[O:30])[CH2:21][C:22](=O)[CH2:23][S:24][C:25]([CH3:28])([CH3:27])[CH3:26])[CH3:18], predict the reaction product. (5) Given the reactants [N+]([O-])([O-])=O.[Ce+4].[NH4+].[N+]([O-])([O-])=O.[N+]([O-])([O-])=O.[N+]([O-])([O-])=O.[N+]([O-])([O-])=O.[Cl:23][C:24]1[CH:29]=[CH:28][C:27]([Cl:30])=[CH:26][C:25]=1[CH:31]1[CH2:36][C:35](=[O:37])[N:34]([CH2:38][C:39]([O:41][C:42]([CH3:45])([CH3:44])[CH3:43])=[O:40])[C:33]2[CH2:46][N:47]([CH3:50])[C:48](=[O:49])[C:32]1=2, predict the reaction product. The product is: [Cl:23][C:24]1[CH:29]=[CH:28][C:27]([Cl:30])=[CH:26][C:25]=1[C:31]1[C:32]2[C:48](=[O:49])[N:47]([CH3:50])[CH2:46][C:33]=2[N:34]([CH2:38][C:39]([O:41][C:42]([CH3:45])([CH3:44])[CH3:43])=[O:40])[C:35](=[O:37])[CH:36]=1.